From a dataset of Full USPTO retrosynthesis dataset with 1.9M reactions from patents (1976-2016). Predict the reactants needed to synthesize the given product. (1) Given the product [CH3:8][C@@H:9]([NH:16][C:37]([C:36]1[C:30]2[C:31](=[N:32][CH:33]=[C:28]([C:22]3[C:21]4[C:25](=[CH:26][C:18]([F:17])=[CH:19][CH:20]=4)[N:24]([CH3:27])[N:23]=3)[N:29]=2)[N:34]([CH2:40][O:41][CH2:42][CH2:43][Si:44]([CH3:47])([CH3:46])[CH3:45])[CH:35]=1)=[O:38])[CH2:10][N:11]1[CH:15]=[CH:14][CH:13]=[N:12]1, predict the reactants needed to synthesize it. The reactants are: FC(F)(F)C(O)=O.[CH3:8][C@@H:9]([NH2:16])[CH2:10][N:11]1[CH:15]=[CH:14][CH:13]=[N:12]1.[F:17][C:18]1[CH:26]=[C:25]2[C:21]([C:22]([C:28]3[N:29]=[C:30]4[C:36]([C:37](O)=[O:38])=[CH:35][N:34]([CH2:40][O:41][CH2:42][CH2:43][Si:44]([CH3:47])([CH3:46])[CH3:45])[C:31]4=[N:32][CH:33]=3)=[N:23][N:24]2[CH3:27])=[CH:20][CH:19]=1.F[B-](F)(F)F.N1(OC(N(C)C)=[N+](C)C)C2C=CC=CC=2N=N1.C(N(CC)C(C)C)(C)C. (2) Given the product [CH3:1][O:2][C:3]([C:5]1[CH:9]=[CH:8][N:7]([CH3:10])[C:6]=1[C:11]([C:12]([O:14][CH3:15])=[O:13])=[CH:18][OH:19])=[O:4], predict the reactants needed to synthesize it. The reactants are: [CH3:1][O:2][C:3]([C:5]1[CH:9]=[CH:8][N:7]([CH3:10])[C:6]=1[CH2:11][C:12]([O:14][CH3:15])=[O:13])=[O:4].[H-].[Na+].[CH:18](OC)=[O:19]. (3) Given the product [Br:1][C:2]1[CH:3]=[C:4]([O:8][C:16]2[CH:25]=[C:24]([F:26])[CH:23]=[CH:22][C:17]=2[C:18]([O:20][CH3:21])=[O:19])[CH:5]=[N:6][CH:7]=1, predict the reactants needed to synthesize it. The reactants are: [Br:1][C:2]1[CH:3]=[C:4]([OH:8])[CH:5]=[N:6][CH:7]=1.CC(C)([O-])C.[K+].F[C:16]1[CH:25]=[C:24]([F:26])[CH:23]=[CH:22][C:17]=1[C:18]([O:20][CH3:21])=[O:19].CN(C)C=O. (4) Given the product [OH:3][CH:4]([C:19]1[CH:20]=[CH:21][N:22]=[CH:23][CH:24]=1)[C:5]1[O:6][C:7]2[CH:13]=[CH:12][C:11]([CH2:14][C:15]([OH:17])=[O:16])=[CH:10][C:8]=2[CH:9]=1.[C:4]([C:5]1[O:6][C:7]2[CH:13]=[CH:12][C:11]([CH2:14][C:15]([OH:17])=[O:16])=[CH:10][C:8]=2[CH:9]=1)(=[O:3])[C:19]1[CH:20]=[CH:21][N:22]=[CH:23][CH:24]=1, predict the reactants needed to synthesize it. The reactants are: [OH-].[Na+].[OH:3][CH:4]([C:19]1[CH:24]=[CH:23][N:22]=[CH:21][CH:20]=1)[C:5]1[O:6][C:7]2[CH:13]=[CH:12][C:11]([CH2:14][C:15]([O:17]C)=[O:16])=[CH:10][C:8]=2[CH:9]=1.Cl. (5) Given the product [Cl:15][C:16]1[CH:17]=[C:18]2[C:22](=[CH:23][CH:24]=1)[N:21]([CH2:25][CH2:26][N:27]1[CH2:28][CH2:29][O:30][CH2:31][CH2:32]1)[C:20]([CH3:33])=[C:19]2[C:12]([C:5]1[C:6]2[C:11](=[CH:10][CH:9]=[CH:8][CH:7]=2)[C:2]([CH3:1])=[CH:3][CH:4]=1)=[O:13], predict the reactants needed to synthesize it. The reactants are: [CH3:1][C:2]1[C:11]2[C:6](=[CH:7][CH:8]=[CH:9][CH:10]=2)[C:5]([C:12](Cl)=[O:13])=[CH:4][CH:3]=1.[Cl:15][C:16]1[CH:17]=[C:18]2[C:22](=[CH:23][CH:24]=1)[N:21]([CH2:25][CH2:26][N:27]1[CH2:32][CH2:31][O:30][CH2:29][CH2:28]1)[C:20]([CH3:33])=[CH:19]2.[Cl-].[Cl-].C([Al+2])C. (6) Given the product [F:39][C:36]([F:37])([F:38])[CH2:35][NH:34][C:33](=[O:40])[O:32][CH2:31][C@@H:28]1[CH2:29][O:30][C@H:25]([CH2:24][CH2:23][C:22]2[C:21]([NH:20][C:10](=[O:12])[CH2:9][C@@H:8]([C:5]3[CH:4]=[CH:3][C:2]([F:1])=[CH:7][CH:6]=3)[C:13]3[CH:18]=[CH:17][N:16]=[CH:15][C:14]=3[F:19])=[CH:51][CH:50]=[CH:49][C:48]=2[F:52])[CH2:26][NH:27]1, predict the reactants needed to synthesize it. The reactants are: [F:1][C:2]1[CH:7]=[CH:6][C:5]([C@@H:8]([C:13]2[CH:18]=[CH:17][N:16]=[CH:15][C:14]=2[F:19])[CH2:9][C:10]([OH:12])=O)=[CH:4][CH:3]=1.[NH2:20][C:21]1[CH:51]=[CH:50][CH:49]=[C:48]([F:52])[C:22]=1[CH2:23][CH2:24][C@H:25]1[O:30][CH2:29][C@@H:28]([CH2:31][O:32][C:33](=[O:40])[NH:34][CH2:35][C:36]([F:39])([F:38])[F:37])[N:27](C(OC(C)(C)C)=O)[CH2:26]1.